This data is from Reaction yield outcomes from USPTO patents with 853,638 reactions. The task is: Predict the reaction yield, written as a fraction of the theoretical maximum amount of product (1.0 means a 100% yield; for example, 0.34 means a 34% yield). (1) The reactants are [O:1]1[C:5]2([CH2:10][CH2:9][C:8](=[CH:11][C:12]([O:14][CH2:15][CH3:16])=[O:13])[CH2:7][CH2:6]2)[O:4][CH2:3][CH2:2]1. The catalyst is CCOC(C)=O.[Pd]. The product is [O:1]1[C:5]2([CH2:10][CH2:9][CH:8]([CH2:11][C:12]([O:14][CH2:15][CH3:16])=[O:13])[CH2:7][CH2:6]2)[O:4][CH2:3][CH2:2]1. The yield is 0.980. (2) The reactants are [NH2:1][C:2]1[C:3]2[C:13](=[O:14])[N:12]([C:15]3[CH:20]=[CH:19][C:18]([C:21]4([C:25]([O:27]CC5C=CC=CC=5)=[O:26])[CH2:24][CH2:23][CH2:22]4)=[CH:17][CH:16]=3)[CH2:11][CH2:10][C:4]=2[N:5]=[C:6]([O:8][CH3:9])[N:7]=1.[OH-].[K+]. The catalyst is CO.[Pd]. The product is [NH2:1][C:2]1[C:3]2[C:13](=[O:14])[N:12]([C:15]3[CH:20]=[CH:19][C:18]([C:21]4([C:25]([OH:27])=[O:26])[CH2:24][CH2:23][CH2:22]4)=[CH:17][CH:16]=3)[CH2:11][CH2:10][C:4]=2[N:5]=[C:6]([O:8][CH3:9])[N:7]=1. The yield is 0.960. (3) The reactants are [Br:1][C:2]1[CH:3]=[CH:4][C:5]2[C:6]3[CH:7]=[C:8]4[C:23]([CH3:25])([CH3:24])[C:22]5[C:17](=[CH:18][CH:19]=[C:20](Br)[CH:21]=5)[C:9]4=[CH:10][C:11]=3[C:12]([CH3:16])([CH3:15])[C:13]=2[CH:14]=1.[C:27]1([C:36]2[CH:41]=[CH:40][CH:39]=[CH:38][CH:37]=2)[CH:32]=[CH:31][CH:30]=[CH:29][C:28]=1B(O)O.C([O-])([O-])=O.[Na+].[Na+].CCO. The catalyst is [Pd].C1(P(C2C=CC=CC=2)C2C=CC=CC=2)C=CC=CC=1.C1(P(C2C=CC=CC=2)C2C=CC=CC=2)C=CC=CC=1.C1(P(C2C=CC=CC=2)C2C=CC=CC=2)C=CC=CC=1.C1(P(C2C=CC=CC=2)C2C=CC=CC=2)C=CC=CC=1.C1(C)C=CC=CC=1. The product is [C:27]1([C:36]2[CH:37]=[CH:38][CH:39]=[CH:40][CH:41]=2)[CH:32]=[CH:31][CH:30]=[CH:29][C:28]=1[C:20]1[CH:19]=[CH:18][C:17]2[C:9]3[CH:10]=[C:11]4[C:12]([CH3:16])([CH3:15])[C:13]5[C:5](=[CH:4][CH:3]=[C:2]([Br:1])[CH:14]=5)[C:6]4=[CH:7][C:8]=3[C:23]([CH3:24])([CH3:25])[C:22]=2[CH:21]=1. The yield is 0.570. (4) The reactants are [CH3:1][O:2][C:3]([C@@H:5]1[CH2:9][CH2:8][N:7]([CH2:10][C:11]2[N:20]=[CH:19][C:18]3[C:13](=[CH:14][CH:15]=[C:16]([OH:21])[CH:17]=3)[N:12]=2)[CH2:6]1)=[O:4].[C:35]1(P([C:35]2[CH:40]=[CH:39][CH:38]=[CH:37][CH:36]=2)[C:35]2[CH:40]=[CH:39][CH:38]=[CH:37][CH:36]=2)[CH:40]=[CH:39][CH:38]=[CH:37][CH:36]=1.[C:41]1([CH3:47])[CH:46]=CC=[CH:43][CH:42]=1. The catalyst is C1COCC1. The product is [CH3:1][O:2][C:3]([C@@H:5]1[CH2:9][CH2:8][N:7]([CH2:10][C:11]2[N:20]=[CH:19][C:18]3[C:13](=[CH:14][CH:15]=[C:16]([O:21][CH:38]4[CH2:39][CH2:40][CH:35]([C:41]([CH3:47])([CH3:46])[CH2:42][CH3:43])[CH2:36][CH2:37]4)[CH:17]=3)[N:12]=2)[CH2:6]1)=[O:4]. The yield is 0.800.